Task: Predict the reactants needed to synthesize the given product.. Dataset: Full USPTO retrosynthesis dataset with 1.9M reactions from patents (1976-2016) (1) Given the product [CH3:11][C:8]([CH3:9])([O:7][C:6]([NH:15][CH:18]([C:23]1[CH:24]=[C:25]([F:30])[CH:26]=[C:27]([F:29])[CH:28]=1)[C:19]([O:21][CH3:22])=[O:20])=[O:12])[CH3:10], predict the reactants needed to synthesize it. The reactants are: C(O[C:6](=[O:12])[O:7][C:8]([CH3:11])([CH3:10])[CH3:9])(C)(C)C.[H][H].[N:15]([CH:18]([C:23]1[CH:28]=[C:27]([F:29])[CH:26]=[C:25]([F:30])[CH:24]=1)[C:19]([O:21][CH3:22])=[O:20])=[N+]=[N-]. (2) Given the product [CH3:1][O:2][C:3](=[O:26])[C@@H:4]([N:13]1[CH:17]=[CH:16][CH:15]=[C:14]1[C:18](=[O:25])[C:19]1[CH:24]=[CH:23][CH:22]=[CH:21][CH:20]=1)[CH2:5][C:6]1[CH:7]=[CH:8][C:9]([O:12][CH2:40][CH2:39][C:29]2[N:30]=[C:31]([C:33]3[CH:38]=[CH:37][CH:36]=[CH:35][CH:34]=3)[O:32][C:28]=2[CH3:27])=[CH:10][CH:11]=1, predict the reactants needed to synthesize it. The reactants are: [CH3:1][O:2][C:3](=[O:26])[C@@H:4]([N:13]1[CH:17]=[CH:16][CH:15]=[C:14]1[C:18](=[O:25])[C:19]1[CH:24]=[CH:23][CH:22]=[CH:21][CH:20]=1)[CH2:5][C:6]1[CH:11]=[CH:10][C:9]([OH:12])=[CH:8][CH:7]=1.[CH3:27][C:28]1[O:32][C:31]([C:33]2[CH:38]=[CH:37][CH:36]=[CH:35][CH:34]=2)=[N:30][C:29]=1[CH2:39][CH2:40]O.C1(P(C2C=CC=CC=2)C2C=CC=CC=2)C=CC=CC=1.N(C(OCC)=O)=NC(OCC)=O.